This data is from hERG Central: cardiac toxicity at 1µM, 10µM, and general inhibition. The task is: Predict hERG channel inhibition at various concentrations. (1) The compound is Cc1cccn2c(=O)c3cc(C#N)c(=NC(=O)c4cccnc4)n(CC4CCCO4)c3nc12. Results: hERG_inhib (hERG inhibition (general)): blocker. (2) The drug is CCOc1ccccc1NC(=O)CSc1nnc2ccc(-c3ccncc3)nn12. Results: hERG_inhib (hERG inhibition (general)): blocker. (3) The drug is CCn1c(=O)c(C(=O)CN(C)Cc2ccc(F)cc2)c(N)n(Cc2ccccc2)c1=O. Results: hERG_inhib (hERG inhibition (general)): blocker. (4) The compound is CC1CN(CC(O)COc2ccc(C(=O)c3ccccc3)cc2)CC(C)O1. Results: hERG_inhib (hERG inhibition (general)): blocker. (5) The compound is OCCN1CCN(Cc2cc(Br)cc(Br)c2O)CC1. Results: hERG_inhib (hERG inhibition (general)): blocker. (6) The drug is CCCCn1c(=O)[nH]c(=O)c2c1nc(COc1ccc(C#N)cc1)n2CCC. Results: hERG_inhib (hERG inhibition (general)): blocker.